Regression. Given a peptide amino acid sequence and an MHC pseudo amino acid sequence, predict their binding affinity value. This is MHC class I binding data. From a dataset of Peptide-MHC class I binding affinity with 185,985 pairs from IEDB/IMGT. (1) The peptide sequence is DPKNWWHIL. The MHC is HLA-A26:01 with pseudo-sequence HLA-A26:01. The binding affinity (normalized) is 0.0847. (2) The peptide sequence is KEAVNHFHL. The MHC is HLA-A26:01 with pseudo-sequence HLA-A26:01. The binding affinity (normalized) is 0.0847.